Dataset: NCI-60 drug combinations with 297,098 pairs across 59 cell lines. Task: Regression. Given two drug SMILES strings and cell line genomic features, predict the synergy score measuring deviation from expected non-interaction effect. (1) Drug 1: CC(CN1CC(=O)NC(=O)C1)N2CC(=O)NC(=O)C2. Drug 2: C(=O)(N)NO. Cell line: NCI-H522. Synergy scores: CSS=15.3, Synergy_ZIP=-5.57, Synergy_Bliss=-1.47, Synergy_Loewe=-5.08, Synergy_HSA=-0.435. (2) Drug 1: C1CN1C2=NC(=NC(=N2)N3CC3)N4CC4. Drug 2: C1C(C(OC1N2C=NC(=NC2=O)N)CO)O. Cell line: OVCAR-8. Synergy scores: CSS=35.3, Synergy_ZIP=-0.348, Synergy_Bliss=3.06, Synergy_Loewe=7.23, Synergy_HSA=8.53.